This data is from CYP2C9 inhibition data for predicting drug metabolism from PubChem BioAssay. The task is: Regression/Classification. Given a drug SMILES string, predict its absorption, distribution, metabolism, or excretion properties. Task type varies by dataset: regression for continuous measurements (e.g., permeability, clearance, half-life) or binary classification for categorical outcomes (e.g., BBB penetration, CYP inhibition). Dataset: cyp2c9_veith. (1) The drug is CC(C)Cn1c(N)c(C(=O)CSc2ccc3c(c2)OCCO3)c(=O)n(C)c1=O. The result is 1 (inhibitor). (2) The drug is CCOC(=O)c1cc(CC)sc1NC(=O)C(c1ccccc1)c1ccccc1. The result is 1 (inhibitor). (3) The molecule is COCC(=O)N1CCC2(CCCN(Cc3nccs3)C2)CC1. The result is 0 (non-inhibitor). (4) The molecule is CCN(CC)CCN1C(=O)c2cccc3cc(N)cc(c23)C1=O. The result is 0 (non-inhibitor). (5) The compound is CCOC(=O)c1[nH]c(C(=O)O)c(CCN(CC)CC)c1C. The result is 0 (non-inhibitor). (6) The molecule is CCCc1nnc(SCC(=O)N2C(C)CCCC2C)n1CCCOC. The result is 0 (non-inhibitor).